This data is from Forward reaction prediction with 1.9M reactions from USPTO patents (1976-2016). The task is: Predict the product of the given reaction. (1) Given the reactants [F:8][C:7]([F:10])([F:9])[C:6](O[C:6](=[O:11])[C:7]([F:10])([F:9])[F:8])=[O:11].[NH2:14][C:15]1[CH:20]=[CH:19][C:18]([CH2:21][CH2:22][CH2:23][C:24]([OH:26])=[O:25])=[CH:17][CH:16]=1, predict the reaction product. The product is: [F:10][C:7]([F:8])([F:9])[C:6]([NH:14][C:15]1[CH:16]=[CH:17][C:18]([CH2:21][CH2:22][CH2:23][C:24]([OH:26])=[O:25])=[CH:19][CH:20]=1)=[O:11]. (2) Given the reactants [CH3:1][C:2]1[CH:7]=[CH:6][CH:5]=[C:4]([CH3:8])[C:3]=1[C:9]([N:11]1[CH2:16][CH2:15][C:14]([N:18]2[CH2:27][CH2:26][C:21]3(OCC[O:22]3)[CH2:20][CH2:19]2)([CH3:17])[CH2:13][CH2:12]1)=[O:10], predict the reaction product. The product is: [CH3:1][C:2]1[CH:7]=[CH:6][CH:5]=[C:4]([CH3:8])[C:3]=1[C:9]([N:11]1[CH2:16][CH2:15][C:14]([CH3:17])([N:18]2[CH2:19][CH2:20][C:21](=[O:22])[CH2:26][CH2:27]2)[CH2:13][CH2:12]1)=[O:10]. (3) The product is: [CH3:1][C:2]1[O:6][C:5]([C:7]2[CH:12]=[CH:11][CH:10]=[CH:9][CH:8]=2)=[N:4][C:3]=1[CH2:13][CH2:14][O:15][S:22]([C:19]1[CH:20]=[CH:21][C:16]([CH3:26])=[CH:17][CH:18]=1)(=[O:24])=[O:23]. Given the reactants [CH3:1][C:2]1[O:6][C:5]([C:7]2[CH:12]=[CH:11][CH:10]=[CH:9][CH:8]=2)=[N:4][C:3]=1[CH2:13][CH2:14][OH:15].[C:16]1([CH3:26])[CH:21]=[CH:20][C:19]([S:22](Cl)(=[O:24])=[O:23])=[CH:18][CH:17]=1.C(N(CC)CC)C.Cl, predict the reaction product. (4) The product is: [Cl:24][C:25]1[CH:26]=[C:27]([NH:31][C:32]([O:23][CH2:22][CH2:21][C:5]2[CH:6]=[C:7]([CH2:10][CH:11]([O:17][CH:18]([CH3:19])[CH3:20])[C:12]([OH:14])=[O:13])[CH:8]=[CH:9][C:4]=2[O:3][CH2:1][CH3:2])=[O:33])[CH:28]=[CH:29][CH:30]=1. Given the reactants [CH2:1]([O:3][C:4]1[CH:9]=[CH:8][C:7]([CH2:10][CH:11]([O:17][CH:18]([CH3:20])[CH3:19])[C:12]([O:14]CC)=[O:13])=[CH:6][C:5]=1[CH2:21][CH2:22][OH:23])[CH3:2].[Cl:24][C:25]1[CH:26]=[C:27]([N:31]=[C:32]=[O:33])[CH:28]=[CH:29][CH:30]=1, predict the reaction product. (5) Given the reactants P([O-])([O-])([O-])=O.[K+].[K+].[K+].C(O)CO.[NH:13]1[CH2:18][CH2:17][CH2:16][CH2:15][CH2:14]1.[CH:19]1([C:22]2[N:33]=[C:25]3[C:26]([O:31][CH3:32])=[CH:27][CH:28]=[C:29](I)[N:24]3[N:23]=2)[CH2:21][CH2:20]1, predict the reaction product. The product is: [CH:19]1([C:22]2[N:33]=[C:25]3[C:26]([O:31][CH3:32])=[CH:27][CH:28]=[C:29]([N:13]4[CH2:18][CH2:17][CH2:16][CH2:15][CH2:14]4)[N:24]3[N:23]=2)[CH2:21][CH2:20]1.